Dataset: Reaction yield outcomes from USPTO patents with 853,638 reactions. Task: Predict the reaction yield, written as a fraction of the theoretical maximum amount of product (1.0 means a 100% yield; for example, 0.34 means a 34% yield). (1) The reactants are [CH3:1][NH:2][CH2:3][CH2:4][OH:5].Br[C:7]1[CH:8]=[N:9][C:10]([N:13]2[CH2:18][CH2:17][CH:16]([C:19]3[C:28]([CH:29]([F:40])[C:30]4[CH:35]=[CH:34][C:33]([C:36]([F:39])([F:38])[F:37])=[CH:32][CH:31]=4)=[C:27]([CH:41]4[CH2:46][CH2:45][C:44]([F:48])([F:47])[CH2:43][CH2:42]4)[C:26]4[CH:25]([O:49][CH2:50][C:51]5[CH:56]=[CH:55][C:54]([O:57][CH3:58])=[CH:53][CH:52]=5)[CH2:24][C:23]([CH3:60])([CH3:59])[CH2:22][C:21]=4[N:20]=3)[CH2:15][CH2:14]2)=[N:11][CH:12]=1. No catalyst specified. The product is [F:48][C:44]1([F:47])[CH2:43][CH2:42][CH:41]([C:27]2[C:26]3[CH:25]([O:49][CH2:50][C:51]4[CH:52]=[CH:53][C:54]([O:57][CH3:58])=[CH:55][CH:56]=4)[CH2:24][C:23]([CH3:59])([CH3:60])[CH2:22][C:21]=3[N:20]=[C:19]([CH:16]3[CH2:17][CH2:18][N:13]([C:10]4[N:11]=[CH:12][C:7]([N:2]([CH2:3][CH2:4][OH:5])[CH3:1])=[CH:8][N:9]=4)[CH2:14][CH2:15]3)[C:28]=2[CH:29]([F:40])[C:30]2[CH:35]=[CH:34][C:33]([C:36]([F:37])([F:39])[F:38])=[CH:32][CH:31]=2)[CH2:46][CH2:45]1. The yield is 0.260. (2) The reactants are [OH:1][C:2]1[C:3]([C:17]([NH:19][CH2:20][C:21]([O:23]CC)=[O:22])=[O:18])=[C:4]2[C:9](=[CH:10][C:11]=1[C:12]1[S:16][CH:15]=[N:14][CH:13]=1)[N:8]=[CH:7][CH:6]=[N:5]2.[OH-].[Na+]. The catalyst is C(O)C. The product is [OH:1][C:2]1[C:3]([C:17]([NH:19][CH2:20][C:21]([OH:23])=[O:22])=[O:18])=[C:4]2[C:9](=[CH:10][C:11]=1[C:12]1[S:16][CH:15]=[N:14][CH:13]=1)[N:8]=[CH:7][CH:6]=[N:5]2. The yield is 0.850.